Dataset: Forward reaction prediction with 1.9M reactions from USPTO patents (1976-2016). Task: Predict the product of the given reaction. (1) Given the reactants [C:1]([O:5][C:6]([C@@:8]1([CH2:25]C=C)[C@@H:12]([CH2:13][CH:14]=[CH2:15])[C:11](=[O:16])[N:10]([C@@H:17]([C:19]2[CH:24]=[CH:23][CH:22]=[CH:21][CH:20]=2)[CH3:18])[CH2:9]1)=[O:7])([CH3:4])([CH3:3])[CH3:2], predict the reaction product. The product is: [C:1]([O:5][C:6]([C@:8]12[CH2:9][N:10]([C@@H:17]([C:19]3[CH:24]=[CH:23][CH:22]=[CH:21][CH:20]=3)[CH3:18])[C:11](=[O:16])[C@@H:12]1[CH2:13][CH:14]=[CH:15][CH2:25]2)=[O:7])([CH3:3])([CH3:2])[CH3:4]. (2) Given the reactants [CH2:1]([O:4][N:5]1[C:11](=[O:12])[N:10]2[CH2:13][C@H:6]1[C:7]([CH3:17])=[CH:8][C@@H:9]2[C:14]([OH:16])=O)[CH:2]=[CH2:3].[NH2:18][CH2:19][C:20]1[N:21]([O:37][CH:38]([C:45]2[CH:50]=[CH:49][CH:48]=[CH:47][CH:46]=2)[C:39]2[CH:44]=[CH:43][CH:42]=[CH:41][CH:40]=2)[CH:22]=[C:23]([O:27][CH2:28][C:29]2[CH:34]=[CH:33][C:32]([O:35][CH3:36])=[CH:31][CH:30]=2)[C:24](=[O:26])[CH:25]=1.F[P-](F)(F)(F)(F)F.N1(OC(N(C)C)=[N+](C)C)C2N=CC=CC=2N=N1.C(N(CC)C(C)C)(C)C, predict the reaction product. The product is: [CH2:1]([O:4][N:5]1[C:11](=[O:12])[N:10]2[CH2:13][C@H:6]1[C:7]([CH3:17])=[CH:8][C@H:9]2[C:14]([NH:18][CH2:19][C:20]1[N:21]([O:37][CH:38]([C:39]2[CH:40]=[CH:41][CH:42]=[CH:43][CH:44]=2)[C:45]2[CH:46]=[CH:47][CH:48]=[CH:49][CH:50]=2)[CH:22]=[C:23]([O:27][CH2:28][C:29]2[CH:30]=[CH:31][C:32]([O:35][CH3:36])=[CH:33][CH:34]=2)[C:24](=[O:26])[CH:25]=1)=[O:16])[CH:2]=[CH2:3]. (3) Given the reactants CS(O[CH2:6][CH2:7][NH:8][C:9]([O:11][CH2:12][C:13]1[CH:18]=[CH:17][CH:16]=[CH:15][CH:14]=1)=[O:10])(=O)=O.[NH2:19][CH2:20][CH:21]1[CH2:26][CH2:25][CH2:24][CH2:23][N:22]1[C:27]([O:29][C:30]([CH3:33])([CH3:32])[CH3:31])=[O:28].C(=O)([O-])[O-].[K+].[K+], predict the reaction product. The product is: [CH2:12]([O:11][C:9]([NH:8][CH2:7][CH2:6][NH:19][CH2:20][CH:21]1[CH2:26][CH2:25][CH2:24][CH2:23][N:22]1[C:27]([O:29][C:30]([CH3:33])([CH3:32])[CH3:31])=[O:28])=[O:10])[C:13]1[CH:18]=[CH:17][CH:16]=[CH:15][CH:14]=1. (4) Given the reactants Cl[C:2]1[C:3]2[NH:10][N:9]([NH2:11])[N:8]([CH2:12][C:13]3[CH:18]=[CH:17][CH:16]=[C:15]([C:19]4([OH:25])[CH2:24][CH2:23][O:22][CH2:21][CH2:20]4)[N:14]=3)[C:4]=2[N:5]=[CH:6][N:7]=1.[C:26]1(B(O)O)[CH:31]=[CH:30][CH:29]=[CH:28][CH:27]=1.P([O-])([O-])([O-])=O.[K+].[K+].[K+], predict the reaction product. The product is: [OH:25][C:19]1([C:15]2[N:14]=[C:13]([CH2:12][N:8]3[C:4]4[N:5]=[CH:6][N:7]=[C:2]([C:26]5[CH:31]=[CH:30][CH:29]=[CH:28][CH:27]=5)[C:3]=4[NH:10][N:9]3[NH2:11])[CH:18]=[CH:17][CH:16]=2)[CH2:24][CH2:23][O:22][CH2:21][CH2:20]1. (5) Given the reactants Br[CH2:2][C:3]([CH3:5])=[CH2:4].[Br:6][C:7]1[CH:12]=[CH:11][C:10]([N+:13]([O-:15])=[O:14])=[CH:9][C:8]=1[NH:16][C:17](=[O:19])[CH3:18].C(=O)([O-])[O-].[K+].[K+], predict the reaction product. The product is: [Br:6][C:7]1[CH:12]=[CH:11][C:10]([N+:13]([O-:15])=[O:14])=[CH:9][C:8]=1[N:16]([CH2:2][C:3]([CH3:5])=[CH2:4])[C:17](=[O:19])[CH3:18]. (6) Given the reactants [Cl:1][C:2]1[CH:3]=[C:4]2[C:8](=[C:9]([C:12]([OH:14])=O)[C:10]=1[F:11])[NH:7][CH:6]=[CH:5]2.CN(C(ON1N=NC2C=CC=CC1=2)=[N+](C)C)C.[B-](F)(F)(F)F.C(N(CC)C(C)C)(C)C.[C:46]([C:50]1[CH:69]=[CH:68][C:53]([CH2:54][NH:55][CH2:56][CH2:57][C:58]2[CH:63]=[CH:62][CH:61]=[C:60]([O:64][CH:65]([F:67])[F:66])[CH:59]=2)=[CH:52][CH:51]=1)([CH3:49])([CH3:48])[CH3:47], predict the reaction product. The product is: [C:46]([C:50]1[CH:69]=[CH:68][C:53]([CH2:54][N:55]([CH2:56][CH2:57][C:58]2[CH:63]=[CH:62][CH:61]=[C:60]([O:64][CH:65]([F:67])[F:66])[CH:59]=2)[C:12]([C:9]2[C:10]([F:11])=[C:2]([Cl:1])[CH:3]=[C:4]3[C:8]=2[NH:7][CH:6]=[CH:5]3)=[O:14])=[CH:52][CH:51]=1)([CH3:49])([CH3:47])[CH3:48].